This data is from NCI-60 drug combinations with 297,098 pairs across 59 cell lines. The task is: Regression. Given two drug SMILES strings and cell line genomic features, predict the synergy score measuring deviation from expected non-interaction effect. (1) Drug 1: C1=CC(=CC=C1CCCC(=O)O)N(CCCl)CCCl. Drug 2: CC12CCC3C(C1CCC2O)C(CC4=C3C=CC(=C4)O)CCCCCCCCCS(=O)CCCC(C(F)(F)F)(F)F. Cell line: UO-31. Synergy scores: CSS=8.07, Synergy_ZIP=-5.49, Synergy_Bliss=-4.96, Synergy_Loewe=-4.02, Synergy_HSA=-3.97. (2) Drug 1: C1CC(=O)NC(=O)C1N2C(=O)C3=CC=CC=C3C2=O. Synergy scores: CSS=2.26, Synergy_ZIP=0.672, Synergy_Bliss=4.62, Synergy_Loewe=-0.0242, Synergy_HSA=0.730. Drug 2: CC12CCC3C(C1CCC2OP(=O)(O)O)CCC4=C3C=CC(=C4)OC(=O)N(CCCl)CCCl.[Na+]. Cell line: M14. (3) Drug 1: CCC1=CC2CC(C3=C(CN(C2)C1)C4=CC=CC=C4N3)(C5=C(C=C6C(=C5)C78CCN9C7C(C=CC9)(C(C(C8N6C)(C(=O)OC)O)OC(=O)C)CC)OC)C(=O)OC.C(C(C(=O)O)O)(C(=O)O)O. Drug 2: CC1=C(C=C(C=C1)NC(=O)C2=CC=C(C=C2)CN3CCN(CC3)C)NC4=NC=CC(=N4)C5=CN=CC=C5. Cell line: OVCAR-5. Synergy scores: CSS=48.4, Synergy_ZIP=3.59, Synergy_Bliss=8.21, Synergy_Loewe=-2.01, Synergy_HSA=7.34. (4) Drug 1: CC1C(C(CC(O1)OC2CC(CC3=C2C(=C4C(=C3O)C(=O)C5=C(C4=O)C(=CC=C5)OC)O)(C(=O)CO)O)N)O.Cl. Cell line: T-47D. Drug 2: CCC1=CC2CC(C3=C(CN(C2)C1)C4=CC=CC=C4N3)(C5=C(C=C6C(=C5)C78CCN9C7C(C=CC9)(C(C(C8N6C)(C(=O)OC)O)OC(=O)C)CC)OC)C(=O)OC.C(C(C(=O)O)O)(C(=O)O)O. Synergy scores: CSS=33.6, Synergy_ZIP=-5.46, Synergy_Bliss=-5.36, Synergy_Loewe=-8.05, Synergy_HSA=-3.63. (5) Drug 1: C1=CC(=CC=C1C#N)C(C2=CC=C(C=C2)C#N)N3C=NC=N3. Drug 2: CC1CCCC2(C(O2)CC(NC(=O)CC(C(C(=O)C(C1O)C)(C)C)O)C(=CC3=CSC(=N3)C)C)C. Cell line: SNB-19. Synergy scores: CSS=32.9, Synergy_ZIP=0.686, Synergy_Bliss=-1.22, Synergy_Loewe=-19.2, Synergy_HSA=-0.373.